Dataset: Full USPTO retrosynthesis dataset with 1.9M reactions from patents (1976-2016). Task: Predict the reactants needed to synthesize the given product. (1) Given the product [OH:26][C:21]1[CH:22]=[CH:23][CH:24]=[CH:25][C:20]=1[NH:19][C:41](=[O:42])[CH2:40][C:35]1[NH:36][C:37](=[O:39])[CH:38]=[C:33]([N:27]2[CH2:32][CH2:31][O:30][CH2:29][CH2:28]2)[N:34]=1, predict the reactants needed to synthesize it. The reactants are: N1C=CC=CC=1.Cl.CN(C)CCCN=C=NCC.[NH2:19][C:20]1[CH:25]=[CH:24][CH:23]=[CH:22][C:21]=1[OH:26].[N:27]1([C:33]2[N:34]=[C:35]([CH2:40][C:41]([O-])=[O:42])[NH:36][C:37](=[O:39])[CH:38]=2)[CH2:32][CH2:31][O:30][CH2:29][CH2:28]1.[Na+]. (2) Given the product [NH2:15][C:10]1[C:9]2[N:16]=[C:17]([CH2:22][O:23][CH2:24][CH3:25])[N:18]([CH2:19][CH2:20][CH3:21])[C:8]=2[C:7]2[CH:6]=[C:5]([O:4][CH2:3][CH2:2][NH:1][C:58]([CH:54]3[CH2:55][CH2:56][CH2:57][O:53]3)=[O:59])[CH:14]=[CH:13][C:12]=2[N:11]=1, predict the reactants needed to synthesize it. The reactants are: [NH2:1][CH2:2][CH2:3][O:4][C:5]1[CH:14]=[CH:13][C:12]2[N:11]=[C:10]([NH2:15])[C:9]3[N:16]=[C:17]([CH2:22][O:23][CH2:24][CH3:25])[N:18]([CH2:19][CH2:20][CH3:21])[C:8]=3[C:7]=2[CH:6]=1.F[P-](F)(F)(F)(F)F.N1(O[P+](N(C)C)(N(C)C)N(C)C)C2C=CC=CC=2N=N1.[O:53]1[CH2:57][CH2:56][CH2:55][CH:54]1[C:58](O)=[O:59].C(N(CC)CC)C.